This data is from Peptide-MHC class II binding affinity with 134,281 pairs from IEDB. The task is: Regression. Given a peptide amino acid sequence and an MHC pseudo amino acid sequence, predict their binding affinity value. This is MHC class II binding data. (1) The peptide sequence is LNYRPLLPKDRRMII. The MHC is HLA-DPA10201-DPB10101 with pseudo-sequence HLA-DPA10201-DPB10101. The binding affinity (normalized) is 0. (2) The peptide sequence is VAANRIQLLALIATN. The MHC is DRB1_1101 with pseudo-sequence DRB1_1101. The binding affinity (normalized) is 0. (3) The peptide sequence is AFKVAATAANAFPAN. The MHC is HLA-DPA10201-DPB11401 with pseudo-sequence HLA-DPA10201-DPB11401. The binding affinity (normalized) is 0.861. (4) The peptide sequence is EKKYFAATQFEPHAA. The MHC is HLA-DQA10501-DQB10201 with pseudo-sequence HLA-DQA10501-DQB10201. The binding affinity (normalized) is 0.291. (5) The peptide sequence is CIIHRGKPFQLEAV. The MHC is HLA-DPA10201-DPB10501 with pseudo-sequence HLA-DPA10201-DPB10501. The binding affinity (normalized) is 0.0452.